From a dataset of Full USPTO retrosynthesis dataset with 1.9M reactions from patents (1976-2016). Predict the reactants needed to synthesize the given product. (1) The reactants are: [NH2:1][C:2]1[C:7]([O:8]C)=[C:6]([Cl:10])[CH:5]=[C:4]([F:11])[C:3]=1[N:12]1[C:17](=[O:18])[CH:16]=[C:15]([C:19]([F:22])([F:21])[F:20])[N:14]([CH3:23])[C:13]1=[O:24].C(Cl)Cl. Given the product [NH2:1][C:2]1[C:7]([OH:8])=[C:6]([Cl:10])[CH:5]=[C:4]([F:11])[C:3]=1[N:12]1[C:17](=[O:18])[CH:16]=[C:15]([C:19]([F:22])([F:21])[F:20])[N:14]([CH3:23])[C:13]1=[O:24], predict the reactants needed to synthesize it. (2) Given the product [C:1]([NH:20][C@@H:21]1[CH2:25][C:24]([C:26]([O:28][CH3:29])=[O:27])=[CH:23][CH2:22]1)([C:8]1[CH:9]=[CH:10][CH:11]=[CH:12][CH:13]=1)([C:14]1[CH:19]=[CH:18][CH:17]=[CH:16][CH:15]=1)[C:2]1[CH:3]=[CH:4][CH:5]=[CH:6][CH:7]=1, predict the reactants needed to synthesize it. The reactants are: [C:1]([NH:20][C@@H:21]1[CH2:25][C@H:24]([C:26]([O:28][CH3:29])=[O:27])[CH:23]=[CH:22]1)([C:14]1[CH:19]=[CH:18][CH:17]=[CH:16][CH:15]=1)([C:8]1[CH:13]=[CH:12][CH:11]=[CH:10][CH:9]=1)[C:2]1[CH:7]=[CH:6][CH:5]=[CH:4][CH:3]=1.N12CCCN=C1CCCCC2. (3) Given the product [CH2:10]([O:9][C:3]([CH:4]([C:5](=[O:6])[CH3:7])[CH2:13][C:14]1[CH:23]=[CH:22][C:17]([C:18]([O:20][CH3:21])=[O:19])=[CH:16][C:15]=1[F:24])=[O:8])[CH3:11], predict the reactants needed to synthesize it. The reactants are: [H-].[Na+].[C:3]([O:9][CH2:10][CH3:11])(=[O:8])[CH2:4][C:5]([CH3:7])=[O:6].Br[CH2:13][C:14]1[CH:23]=[CH:22][C:17]([C:18]([O:20][CH3:21])=[O:19])=[CH:16][C:15]=1[F:24]. (4) The reactants are: [F:1][C:2]([F:19])([F:18])[O:3][C:4]1[CH:9]=[CH:8][C:7]([C:10]2[CH:15]=[C:14]([C:16]#[N:17])[CH:13]=[CH:12][N:11]=2)=[CH:6][CH:5]=1.[H-].[H-].[H-].[H-].[Li+].[Al+3]. Given the product [F:19][C:2]([F:1])([F:18])[O:3][C:4]1[CH:5]=[CH:6][C:7]([C:10]2[CH:15]=[C:14]([CH2:16][NH2:17])[CH:13]=[CH:12][N:11]=2)=[CH:8][CH:9]=1, predict the reactants needed to synthesize it.